From a dataset of Reaction yield outcomes from USPTO patents with 853,638 reactions. Predict the reaction yield, written as a fraction of the theoretical maximum amount of product (1.0 means a 100% yield; for example, 0.34 means a 34% yield). (1) The reactants are [Cr](Cl)([O-])(=O)=O.[NH+]1C=CC=CC=1.[F:12][C:13]1[CH:20]=[CH:19][C:16]([C:17]#[N:18])=[CH:15][C:14]=1[CH:21]([OH:34])[C:22]1[CH:31]=[CH:30][C:29]2[C:24](=[CH:25][CH:26]=[C:27]([O:32][CH3:33])[CH:28]=2)[CH:23]=1. The catalyst is ClCCl. The product is [F:12][C:13]1[CH:20]=[CH:19][C:16]([C:17]#[N:18])=[CH:15][C:14]=1[C:21]([C:22]1[CH:31]=[CH:30][C:29]2[C:24](=[CH:25][CH:26]=[C:27]([O:32][CH3:33])[CH:28]=2)[CH:23]=1)=[O:34]. The yield is 0.750. (2) The reactants are [Br:1][C:2]1[CH:7]=[CH:6][C:5]([NH:8][C:9]2[C:10]([C:19](O)=[O:20])=[CH:11][C:12]3[NH:16][CH:15]=[N:14][C:13]=3[C:17]=2[F:18])=[C:4]([Cl:22])[CH:3]=1.C1C=[CH:25][C:26]2N(O)N=N[C:27]=2[CH:28]=1.C(N(CC)CC)C.Cl.C1([N:44](C)[OH:45])CC1.CCN=C=NCCCN(C)C. The catalyst is CN(C=O)C.C(OCC)(=O)C.O. The product is [CH:26]1([CH2:25][O:45][NH:44][C:19]([C:10]2[C:9]([NH:8][C:5]3[CH:6]=[CH:7][C:2]([Br:1])=[CH:3][C:4]=3[Cl:22])=[C:17]([F:18])[C:13]3[N:14]=[CH:15][NH:16][C:12]=3[CH:11]=2)=[O:20])[CH2:27][CH2:28]1. The yield is 0.890.